The task is: Predict which catalyst facilitates the given reaction.. This data is from Catalyst prediction with 721,799 reactions and 888 catalyst types from USPTO. (1) Reactant: [NH2:1][C:2]1[C:7]([Br:8])=[CH:6][N:5]=[C:4](Cl)[N:3]=1.[CH3:10][C@H:11]1[CH2:19][C:18]2[C:13](=[CH:14][C:15]([CH3:20])=[CH:16][CH:17]=2)[C@@H:12]1[NH2:21].C(=O)([O-])[O-].[K+].[K+]. Product: [Br:8][C:7]1[C:2]([NH2:1])=[N:3][C:4]([NH:21][C@H:12]2[C:13]3[C:18](=[CH:17][CH:16]=[C:15]([CH3:20])[CH:14]=3)[CH2:19][C@@H:11]2[CH3:10])=[N:5][CH:6]=1. The catalyst class is: 80. (2) Reactant: ICO[C:4]1[CH:5]=[C:6]([CH:9]=[C:10]([CH3:12])[CH:11]=1)[CH:7]=[O:8].[C:13]1(B(O)O)[CH:18]=[CH:17][CH:16]=[CH:15][CH:14]=1.O.O.O.O.O.O.O.O.[OH-].[Ba+2].[OH-].O.[CH3:34][O:35]CCOC. Product: [CH3:34][O:35][C:11]1[C:4]([C:13]2[CH:18]=[CH:17][CH:16]=[CH:15][CH:14]=2)=[CH:5][C:6]([CH:7]=[O:8])=[CH:9][C:10]=1[CH3:12]. The catalyst class is: 167. (3) Reactant: [C:1]([Si:5]([CH3:8])([CH3:7])Cl)([CH3:4])([CH3:3])[CH3:2].Cl.[O:10]1[CH2:14][CH:13]([OH:15])[CH2:12][NH:11]1. Product: [C:1]([Si:5]([CH3:8])([CH3:7])[O:15][CH:13]1[CH2:14][O:10][NH:11][CH2:12]1)([CH3:4])([CH3:3])[CH3:2]. The catalyst class is: 3. (4) Reactant: [C:1]1([S:7]([N:10]2[C:18]3[CH:17]=[C:16]([C:19]4[CH:24]=[CH:23][N:22]=[C:21]5[N:25]([S:28]([C:31]6[CH:36]=[CH:35][CH:34]=[CH:33][CH:32]=6)(=[O:30])=[O:29])[CH:26]=[CH:27][C:20]=45)[CH:15]=[C:14]([NH2:37])[C:13]=3[CH:12]=[N:11]2)(=[O:9])=[O:8])[CH:6]=[CH:5][CH:4]=[CH:3][CH:2]=1.CCN(C(C)C)C(C)C.[Cl:47][CH2:48][C:49]1[S:50][CH:51]=[C:52]([C:54](Cl)=[O:55])[N:53]=1.C(=O)(O)[O-].[Na+]. Product: [Cl:47][CH2:48][C:49]1[S:50][CH:51]=[C:52]([C:54]([NH:37][C:14]2[CH:15]=[C:16]([C:19]3[CH:24]=[CH:23][N:22]=[C:21]4[N:25]([S:28]([C:31]5[CH:32]=[CH:33][CH:34]=[CH:35][CH:36]=5)(=[O:29])=[O:30])[CH:26]=[CH:27][C:20]=34)[CH:17]=[C:18]3[C:13]=2[CH:12]=[N:11][N:10]3[S:7]([C:1]2[CH:2]=[CH:3][CH:4]=[CH:5][CH:6]=2)(=[O:9])=[O:8])=[O:55])[N:53]=1. The catalyst class is: 373. (5) Reactant: [CH:1]([NH:4][CH2:5][CH:6]1[CH2:10][O:9][C:8]([CH3:12])([CH3:11])[N:7]1[C:13]([O:15][C:16]([CH3:19])([CH3:18])[CH3:17])=[O:14])([CH3:3])[CH3:2].[CH2:20]([O:27][C:28]1[C:33](=[O:34])[CH:32]=[C:31]([CH2:35][O:36][CH:37]2[CH2:42][CH2:41][CH2:40][CH2:39][O:38]2)[O:30][C:29]=1[C:43](O)=[O:44])[C:21]1[CH:26]=[CH:25][CH:24]=[CH:23][CH:22]=1.CN(C(ON1N=NC2C=CC=NC1=2)=[N+](C)C)C.F[P-](F)(F)(F)(F)F.CCN(C(C)C)C(C)C. Product: [CH2:20]([O:27][C:28]1[C:33](=[O:34])[CH:32]=[C:31]([CH2:35][O:36][CH:37]2[CH2:42][CH2:41][CH2:40][CH2:39][O:38]2)[O:30][C:29]=1[C:43]([N:4]([CH2:5][CH:6]1[CH2:10][O:9][C:8]([CH3:11])([CH3:12])[N:7]1[C:13]([O:15][C:16]([CH3:17])([CH3:18])[CH3:19])=[O:14])[CH:1]([CH3:3])[CH3:2])=[O:44])[C:21]1[CH:22]=[CH:23][CH:24]=[CH:25][CH:26]=1. The catalyst class is: 3. (6) Reactant: [CH3:1][S:2][C:3]1[CH:23]=[CH:22][C:6]([C:7]([NH:9][C:10]2([C:19]([OH:21])=[O:20])[CH2:18][C:17]3[C:12](=[CH:13][CH:14]=[CH:15][CH:16]=3)[CH2:11]2)=[O:8])=[CH:5][C:4]=1[O:24][CH2:25][CH2:26][C:27]1[CH:28]=[C:29]([CH3:33])[CH:30]=[CH:31][CH:32]=1.[OH:34]O. Product: [CH3:1][S:2]([C:3]1[CH:23]=[CH:22][C:6]([C:7]([NH:9][C:10]2([C:19]([OH:21])=[O:20])[CH2:11][C:12]3[C:17](=[CH:16][CH:15]=[CH:14][CH:13]=3)[CH2:18]2)=[O:8])=[CH:5][C:4]=1[O:24][CH2:25][CH2:26][C:27]1[CH:28]=[C:29]([CH3:33])[CH:30]=[CH:31][CH:32]=1)=[O:34]. The catalyst class is: 86. (7) Reactant: [F:1][C:2]1[CH:7]=[CH:6][C:5]([S:8](Cl)(=[O:10])=[O:9])=[CH:4][CH:3]=1.C(N(CC)CC)C.[CH3:19][O:20][C:21]1[CH:22]=[C:23]([CH:34]=[CH:35][C:36]=1[O:37][CH2:38][CH2:39][C:40]1[CH:45]=[CH:44][CH:43]=[CH:42][N:41]=1)[CH2:24][NH:25][CH:26]1[CH2:32][CH2:31][CH2:30][CH2:29][NH:28][C:27]1=[O:33]. Product: [F:1][C:2]1[CH:7]=[CH:6][C:5]([S:8]([N:25]([CH2:24][C:23]2[CH:34]=[CH:35][C:36]([O:37][CH2:38][CH2:39][C:40]3[CH:45]=[CH:44][CH:43]=[CH:42][N:41]=3)=[C:21]([O:20][CH3:19])[CH:22]=2)[CH:26]2[CH2:32][CH2:31][CH2:30][CH2:29][NH:28][C:27]2=[O:33])(=[O:10])=[O:9])=[CH:4][CH:3]=1. The catalyst class is: 2. (8) Reactant: [CH:1]1([N:4]2[C:13]3[C:8](=[C:9]([N+:18]([O-:20])=[O:19])[C:10]([F:17])=[C:11]([F:16])[C:12]=3[O:14][CH3:15])[C:7](=[O:21])[CH:6]([C:22]([O:24][CH2:25][CH3:26])=[O:23])[CH:5]2[C:27]2[CH:32]=[CH:31][CH:30]=[CH:29][CH:28]=2)[CH2:3][CH2:2]1. Product: [CH:1]1([N:4]2[C:13]3[C:8](=[C:9]([N+:18]([O-:20])=[O:19])[C:10]([F:17])=[C:11]([F:16])[C:12]=3[O:14][CH3:15])[C:7](=[O:21])[C:6]([C:22]([O:24][CH2:25][CH3:26])=[O:23])=[C:5]2[C:27]2[CH:28]=[CH:29][CH:30]=[CH:31][CH:32]=2)[CH2:2][CH2:3]1. The catalyst class is: 485.